Dataset: Ames mutagenicity test results for genotoxicity prediction. Task: Regression/Classification. Given a drug SMILES string, predict its toxicity properties. Task type varies by dataset: regression for continuous values (e.g., LD50, hERG inhibition percentage) or binary classification for toxic/non-toxic outcomes (e.g., AMES mutagenicity, cardiotoxicity, hepatotoxicity). Dataset: ames. (1) The drug is Cc1nnc(NS(=O)(=O)c2ccc(N)cc2)s1. The result is 0 (non-mutagenic). (2) The molecule is CN1CCN(c2ccc3[nH]c(-c4ccc5[nH]c(-c6ccc(N(CCCl)CCCl)cc6)nc5c4)nc3c2)CC1. The result is 0 (non-mutagenic). (3) The molecule is COc1cc(N=Nc2ccc(N)cc2)c(C)cc1N=Nc1c(S(=O)(=O)O)cc2ccc(N)cc2c1O. The result is 1 (mutagenic). (4) The drug is CCC(CO)(CO)CO. The result is 0 (non-mutagenic). (5) The compound is NC(=O)CN1C[C@H](O)CC1=O. The result is 0 (non-mutagenic). (6) The drug is C=Cc1ccccc1. The result is 1 (mutagenic). (7) The molecule is Clc1ccccn1. The result is 1 (mutagenic). (8) The molecule is CCN(CC)CCNc1ccc(COS(C)(=O)=O)c2sc3ccccc3c(=O)c12. The result is 1 (mutagenic). (9) The molecule is C1N2CN3CN1CN(C2)C3. The result is 1 (mutagenic). (10) The compound is O=[N+]([O-])c1c(O)ccc2c1[nH]c1ccccc12. The result is 0 (non-mutagenic).